Dataset: Forward reaction prediction with 1.9M reactions from USPTO patents (1976-2016). Task: Predict the product of the given reaction. Given the reactants [OH-].[Na+].[N+:3]([C:6]1[C:7]([CH2:21][C:22]([O:24]CC)=[O:23])=[C:8]2[C:12](=[CH:13][CH:14]=1)[N:11]([CH:15]1[CH2:20][CH2:19][CH2:18][CH2:17][O:16]1)[N:10]=[CH:9]2)([O-:5])=[O:4], predict the reaction product. The product is: [N+:3]([C:6]1[C:7]([CH2:21][C:22]([OH:24])=[O:23])=[C:8]2[C:12](=[CH:13][CH:14]=1)[N:11]([CH:15]1[CH2:20][CH2:19][CH2:18][CH2:17][O:16]1)[N:10]=[CH:9]2)([O-:5])=[O:4].